Dataset: Full USPTO retrosynthesis dataset with 1.9M reactions from patents (1976-2016). Task: Predict the reactants needed to synthesize the given product. (1) Given the product [F:30][C:29]1[CH:28]=[CH:27][CH:26]=[C:25]([F:31])[C:24]=1[C:23]([NH:22][C:21]1[C:17]([C:7]2[NH:8][C:9]([C:10]3[CH:15]=[CH:14][C:13]([F:16])=[CH:12][CH:11]=3)=[C:5]([CH:4]=[O:3])[N:6]=2)=[N:18][N:19]([CH2:33][C:34]2[CH:35]=[CH:36][C:37]([O:40][CH3:41])=[CH:38][CH:39]=2)[CH:20]=1)=[O:32], predict the reactants needed to synthesize it. The reactants are: C([O:3][CH:4](OCC)[C:5]1[N:6]=[C:7]([C:17]2[C:21]([NH:22][C:23](=[O:32])[C:24]3[C:29]([F:30])=[CH:28][CH:27]=[CH:26][C:25]=3[F:31])=[CH:20][N:19]([CH2:33][C:34]3[CH:39]=[CH:38][C:37]([O:40][CH3:41])=[CH:36][CH:35]=3)[N:18]=2)[NH:8][C:9]=1[C:10]1[CH:15]=[CH:14][C:13]([F:16])=[CH:12][CH:11]=1)C.C1(C)C(S(O)(=O)=O)=CC=CC=1. (2) Given the product [CH2:1]([O:3][C:4]([C:6]1[C:7]2[S:14][CH:13]=[C:12]([CH2:15][O:16][C:17]3[CH:22]=[CH:21][CH:20]=[C:19]([NH:23][C:38](=[O:39])[C:37]4[CH:41]=[CH:42][C:34]([F:33])=[CH:35][CH:36]=4)[CH:18]=3)[C:8]=2[CH:9]=[N:10][CH:11]=1)=[O:5])[CH3:2], predict the reactants needed to synthesize it. The reactants are: [CH2:1]([O:3][C:4]([C:6]1[C:7]2[S:14][CH:13]=[C:12]([CH2:15][O:16][C:17]3[CH:22]=[CH:21][CH:20]=[C:19]([NH2:23])[CH:18]=3)[C:8]=2[CH:9]=[N:10][CH:11]=1)=[O:5])[CH3:2].C(N(C(C)C)CC)(C)C.[F:33][C:34]1[CH:42]=[CH:41][C:37]([C:38](Cl)=[O:39])=[CH:36][CH:35]=1. (3) The reactants are: [C:1]([C:5]1[CH:6]=[C:7]([C:16](=[O:22])[CH2:17][C:18](OC)=[O:19])[CH:8]=[C:9]([C:12]([CH3:15])([CH3:14])[CH3:13])[C:10]=1[OH:11])([CH3:4])([CH3:3])[CH3:2].[CH3:23][NH2:24]. Given the product [C:1]([C:5]1[CH:6]=[C:7]([C:16](=[O:22])[CH2:17][C:18]([NH:24][CH3:23])=[O:19])[CH:8]=[C:9]([C:12]([CH3:15])([CH3:14])[CH3:13])[C:10]=1[OH:11])([CH3:4])([CH3:3])[CH3:2], predict the reactants needed to synthesize it. (4) Given the product [CH2:1]([N:7]1[CH2:12][CH:11]2[CH:9]([C:10]2([CH3:13])[C:14]2[CH:19]=[CH:18][CH:17]=[C:16]([C:20]3[NH:24][CH:26]=[N:28][N:29]=3)[CH:15]=2)[C:8]1=[O:25])[CH2:2][CH2:3][CH2:4][CH2:5][CH3:6], predict the reactants needed to synthesize it. The reactants are: [CH2:1]([N:7]1[CH2:12][CH:11]2[CH:9]([C:10]2([C:14]2[CH:15]=[C:16]([C:20](=[NH:24])OCC)[CH:17]=[CH:18][CH:19]=2)[CH3:13])[C:8]1=[O:25])[CH2:2][CH2:3][CH2:4][CH2:5][CH3:6].[CH:26]([NH:28][NH2:29])=O. (5) Given the product [OH:30][B:26]1[C:25]2[CH:31]=[C:21]([NH:20][C:11](=[O:13])[C:10]3[C:14]([C:16]([F:19])([F:18])[F:17])=[CH:15][C:7]([N:4]4[CH2:3][CH2:2][O:1][CH2:6][CH2:5]4)=[N:8][CH:9]=3)[CH:22]=[CH:23][C:24]=2[CH2:29][CH2:28][O:27]1, predict the reactants needed to synthesize it. The reactants are: [O:1]1[CH2:6][CH2:5][N:4]([C:7]2[CH:15]=[C:14]([C:16]([F:19])([F:18])[F:17])[C:10]([C:11]([OH:13])=O)=[CH:9][N:8]=2)[CH2:3][CH2:2]1.[NH2:20][C:21]1[CH:22]=[CH:23][C:24]2[CH2:29][CH2:28][O:27][B:26]([OH:30])[C:25]=2[CH:31]=1. (6) Given the product [CH2:68]([O:67][CH:38]([O:37][CH2:35][CH3:36])[C:39]1[CH:40]=[CH:41][C:42]([CH:45]2[C:54]3=[N:71][NH:72][C:56](=[O:58])[C:52]4[CH:51]=[CH:50][CH:49]=[C:48]([C:53]=43)[NH:47][CH:46]2[C:5]2[CH:10]=[CH:9][CH:8]=[CH:7][CH:6]=2)=[CH:43][CH:44]=1)[CH3:69], predict the reactants needed to synthesize it. The reactants are: C(OC(OCC)[C:5]1[CH:10]=[CH:9][C:8](C2C(=O)[C:6]3[C:7](C(OC)=O)=[CH:8][CH:9]=[CH:10][C:5]=3NC2[C:5]2[CH:10]=[CH:9][CH:8]=[CH:7][CH:6]=2)=[CH:7][CH:6]=1)C.[CH2:35]([O:37][CH:38]([O:67][CH2:68][CH3:69])[C:39]1[CH:44]=[CH:43][C:42]([CH:45]2[C:54](=O)[C:53]3[C:52]([C:56]([O:58]CC)=O)=[CH:51][CH:50]=[CH:49][C:48]=3[NH:47][CH:46]2C2C=CC=CC=2)=[CH:41][CH:40]=1)[CH3:36].O.[NH2:71][NH2:72]. (7) The reactants are: [CH3:1][Si:2]([O:5]S(C(F)(F)F)(=O)=O)([CH3:4])[CH3:3].[CH2:13]([C:15]([C:34]1[CH:39]=[CH:38][C:37]([C:40]#[C:41][C:42]2(O)[CH2:48][CH2:47][CH2:46][CH2:45][CH2:44][CH2:43]2)=[C:36]([CH3:50])[CH:35]=1)([C:18]1[CH:23]=[CH:22][C:21]([B:24]2[O:28][C:27]([CH3:30])([CH3:29])[C:26]([CH3:32])([CH3:31])[O:25]2)=[C:20]([CH3:33])[CH:19]=1)[CH2:16][CH3:17])[CH3:14].N1C=CC=CC=1.[Cl-].[NH4+]. Given the product [CH2:13]([C:15]([C:18]1[CH:23]=[CH:22][C:21]([B:24]2[O:25][C:26]([CH3:32])([CH3:31])[C:27]([CH3:29])([CH3:30])[O:28]2)=[C:20]([CH3:33])[CH:19]=1)([C:34]1[CH:39]=[CH:38][C:37]([C:40]#[C:41][C:42]2([O:5][Si:2]([CH3:4])([CH3:3])[CH3:1])[CH2:48][CH2:47][CH2:46][CH2:45][CH2:44][CH2:43]2)=[C:36]([CH3:50])[CH:35]=1)[CH2:16][CH3:17])[CH3:14], predict the reactants needed to synthesize it. (8) Given the product [F:18][C:19]1[CH:20]=[C:21]2[C:22]([C:27](=[O:29])[C:28]([CH:1]=[O:2])=[CH:13][O:30]2)=[CH:23][C:24]=1[O:25][CH3:26], predict the reactants needed to synthesize it. The reactants are: [C:1](=O)(OC(Cl)(Cl)Cl)[O:2]C(Cl)(Cl)Cl.[CH3:13]N(C)C=O.[F:18][C:19]1[C:24]([O:25][CH3:26])=[CH:23][C:22]([C:27](=[O:29])[CH3:28])=[C:21]([OH:30])[CH:20]=1. (9) The reactants are: [N:1]1[CH:6]=[CH:5][C:4]([N:7]2[CH2:12][CH2:11][CH:10]([C:13](Cl)=[O:14])[CH2:9][CH2:8]2)=[CH:3][CH:2]=1.Cl.[NH:17]1[CH2:22][CH2:21][CH:20]([NH:23][S:24]([C:27]2[CH:36]=[CH:35][C:34]3[C:29](=[CH:30][CH:31]=[CH:32][CH:33]=3)[CH:28]=2)(=[O:26])=[O:25])[CH2:19][CH2:18]1. Given the product [CH:28]1[C:29]2[C:34](=[CH:33][CH:32]=[CH:31][CH:30]=2)[CH:35]=[CH:36][C:27]=1[S:24]([NH:23][CH:20]1[CH2:21][CH2:22][N:17]([C:13]([CH:10]2[CH2:11][CH2:12][N:7]([C:4]3[CH:5]=[CH:6][N:1]=[CH:2][CH:3]=3)[CH2:8][CH2:9]2)=[O:14])[CH2:18][CH2:19]1)(=[O:26])=[O:25], predict the reactants needed to synthesize it.